From a dataset of Full USPTO retrosynthesis dataset with 1.9M reactions from patents (1976-2016). Predict the reactants needed to synthesize the given product. Given the product [Cl:48][C:22]1[C:23]([CH2:28][O:29][C:30]2[C:38]3[N:37]=[C:36]([O:39][CH3:40])[N:35]([CH2:41][C:42]4[CH:47]=[CH:46][CH:45]=[CH:44][N:43]=4)[C:34]=3[CH:33]=[CH:32][CH:31]=2)=[C:24]([Cl:27])[CH:25]=[CH:26][C:21]=1[N:19]([CH3:20])[C:17](=[O:18])[CH2:16][NH:15][C:12](=[O:14])[CH2:11][N:9]1[CH2:8][CH2:7][O:6][CH:5]([C:3]([NH:2][CH3:1])=[O:4])[CH2:10]1, predict the reactants needed to synthesize it. The reactants are: [CH3:1][NH:2][C:3]([CH:5]1[CH2:10][N:9]([CH2:11][C:12]([OH:14])=O)[CH2:8][CH2:7][O:6]1)=[O:4].[NH2:15][CH2:16][C:17]([N:19]([C:21]1[CH:26]=[CH:25][C:24]([Cl:27])=[C:23]([CH2:28][O:29][C:30]2[C:38]3[N:37]=[C:36]([O:39][CH3:40])[N:35]([CH2:41][C:42]4[CH:47]=[CH:46][CH:45]=[CH:44][N:43]=4)[C:34]=3[CH:33]=[CH:32][CH:31]=2)[C:22]=1[Cl:48])[CH3:20])=[O:18].CCN=C=NCCCN(C)C.